This data is from Catalyst prediction with 721,799 reactions and 888 catalyst types from USPTO. The task is: Predict which catalyst facilitates the given reaction. (1) Reactant: I[C:2]1[CH:7]=[CH:6][CH:5]=[CH:4][CH:3]=1.[C:8](=O)([O-:10])[O-:9].[K+].[K+]. Product: [C:8]([OH:10])(=[O:9])[C:2]1[CH:7]=[CH:6][CH:5]=[CH:4][CH:3]=1. The catalyst class is: 6. (2) Reactant: [O:1]([C:8]1[C:9]([NH:24][C:25]2[S:26][CH:27]=[C:28]([CH:30]3[CH2:35][CH2:34][N:33](C(OC(C)(C)C)=O)[CH2:32][CH2:31]3)[N:29]=2)=[N:10][CH:11]=[C:12]([S:14][C:15]2[CH:20]=[CH:19][N:18]=[C:17]3[CH:21]=[CH:22][S:23][C:16]=23)[CH:13]=1)[C:2]1[CH:7]=[CH:6][CH:5]=[CH:4][CH:3]=1.CO.Cl. Product: [O:1]([C:8]1[C:9]([NH:24][C:25]2[S:26][CH:27]=[C:28]([CH:30]3[CH2:35][CH2:34][NH:33][CH2:32][CH2:31]3)[N:29]=2)=[N:10][CH:11]=[C:12]([S:14][C:15]2[CH:20]=[CH:19][N:18]=[C:17]3[CH:21]=[CH:22][S:23][C:16]=23)[CH:13]=1)[C:2]1[CH:7]=[CH:6][CH:5]=[CH:4][CH:3]=1. The catalyst class is: 12. (3) Reactant: [Cl:1][C:2]1[C:7]2[CH:8]=[C:9]([C:11]([O:13][CH3:14])=[O:12])[O:10][C:6]=2[CH:5]=[CH:4][C:3]=1[O:15][CH3:16].[N+:17]([O-])([OH:19])=[O:18]. Product: [Cl:1][C:2]1[C:7]2[CH:8]=[C:9]([C:11]([O:13][CH3:14])=[O:12])[O:10][C:6]=2[CH:5]=[C:4]([N+:17]([O-:19])=[O:18])[C:3]=1[O:15][CH3:16]. The catalyst class is: 65. (4) Reactant: [I:1][C:2]1[CH:3]=[CH:4][C:5](O)=[C:6]([CH:10]=1)[C:7]([OH:9])=[O:8].[C:12]([O-])([O-])=O.[K+].[K+].COS([O:23][CH3:24])(=O)=O. Product: [I:1][C:2]1[CH:3]=[CH:4][C:5]([O:23][CH3:24])=[C:6]([CH:10]=1)[C:7]([O:9][CH3:12])=[O:8]. The catalyst class is: 95. (5) Reactant: [C:1]1([C:7]2[N:11]3[CH:12]=[C:13]([C:20]([O:22]C)=[O:21])[C:14]4[C:19]([C:10]3=[CH:9][N:8]=2)=[CH:18][CH:17]=[CH:16][CH:15]=4)[CH:6]=[CH:5][CH:4]=[CH:3][CH:2]=1.[OH-].[Na+]. Product: [C:1]1([C:7]2[N:11]3[CH:12]=[C:13]([C:20]([OH:22])=[O:21])[C:14]4[C:19]([C:10]3=[CH:9][N:8]=2)=[CH:18][CH:17]=[CH:16][CH:15]=4)[CH:2]=[CH:3][CH:4]=[CH:5][CH:6]=1. The catalyst class is: 24. (6) Product: [Cl:1][C:2]1[CH:7]=[CH:6][C:5]([N:8]2[CH2:9][CH2:10][CH:11]([NH:14][CH3:15])[CH2:12][CH2:13]2)=[CH:4][CH:3]=1. The catalyst class is: 557. Reactant: [Cl:1][C:2]1[CH:7]=[CH:6][C:5]([N:8]2[CH2:13][CH2:12][CH:11]([N:14](C)[C:15](=O)OC(C)(C)C)[CH2:10][CH2:9]2)=[CH:4][CH:3]=1. (7) Reactant: Cl.[O:2]1[CH:6]=[CH:5][CH:4]=[C:3]1[C:7]1[CH:16]=[C:15]([C:17]([OH:19])=[O:18])[C:14]2[C:9](=[CH:10][CH:11]=[CH:12][CH:13]=2)[N:8]=1.[C:20]1(C)C=CC=C[CH:21]=1. Product: [CH2:20]([O:18][C:17]([C:15]1[C:14]2[C:9](=[CH:10][CH:11]=[CH:12][CH:13]=2)[N:8]=[C:7]([C:3]2[O:2][CH:6]=[CH:5][CH:4]=2)[CH:16]=1)=[O:19])[CH3:21]. The catalyst class is: 8.